This data is from Catalyst prediction with 721,799 reactions and 888 catalyst types from USPTO. The task is: Predict which catalyst facilitates the given reaction. (1) Reactant: [NH2:1][CH2:2][CH2:3][CH2:4][O:5][Si](C(C)(C)C)(C1C=CC=CC=1)C1C=CC=CC=1.[C:23]([O:38][C@H:39]([CH2:44][CH2:45][CH2:46][CH2:47][CH2:48][CH2:49][CH2:50][CH2:51][CH2:52][CH2:53][CH3:54])[CH2:40][C:41]([OH:43])=O)(=[O:37])[CH2:24][CH2:25][CH2:26][CH2:27][CH2:28][CH2:29][CH2:30][CH2:31][CH2:32][CH2:33][CH2:34][CH2:35][CH3:36].C(Cl)CCl.CI.CCCC[N+](CCCC)(CCCC)CCCC.[F-]. Product: [C:23]([O:38][C@H:39]([CH2:44][CH2:45][CH2:46][CH2:47][CH2:48][CH2:49][CH2:50][CH2:51][CH2:52][CH2:53][CH3:54])[CH2:40][C:41]([NH:1][CH2:2][CH2:3][CH2:4][OH:5])=[O:43])(=[O:37])[CH2:24][CH2:25][CH2:26][CH2:27][CH2:28][CH2:29][CH2:30][CH2:31][CH2:32][CH2:33][CH2:34][CH2:35][CH3:36]. The catalyst class is: 1. (2) Reactant: I[C:2]1[CH:7]=[CH:6][N:5]=[CH:4][CH:3]=1.[Li]CCCC.[F:13][C:14]1[CH:19]=[CH:18][C:17]([C:20]2[CH:24]=[C:23]([C:25](=O)[CH3:26])[O:22][N:21]=2)=[CH:16][CH:15]=1. Product: [F:13][C:14]1[CH:15]=[CH:16][C:17]([C:20]2[CH:24]=[C:23]([CH:25]([C:2]3[CH:7]=[CH:6][N:5]=[CH:4][CH:3]=3)[CH3:26])[O:22][N:21]=2)=[CH:18][CH:19]=1. The catalyst class is: 1. (3) Reactant: [NH2:1][C@@H:2]([CH2:6][S:7][C:8]([C:21]1[CH:26]=[CH:25][CH:24]=[CH:23][CH:22]=1)([C:15]1[CH:20]=[CH:19][CH:18]=[CH:17][CH:16]=1)[C:9]1[CH:14]=[CH:13][CH:12]=[CH:11][CH:10]=1)[C:3]([OH:5])=[O:4].CCN(C(C)C)C(C)C.[F:36][C:37]([F:55])([F:54])[C@H:38](OS(C(F)(F)F)(=O)=O)[C:39]1[CH:44]=[CH:43][C:42]([F:45])=[CH:41][CH:40]=1. Product: [F:55][C:37]([F:36])([F:54])[C@@H:38]([NH:1][C@@H:2]([CH2:6][S:7][C:8]([C:21]1[CH:26]=[CH:25][CH:24]=[CH:23][CH:22]=1)([C:9]1[CH:14]=[CH:13][CH:12]=[CH:11][CH:10]=1)[C:15]1[CH:16]=[CH:17][CH:18]=[CH:19][CH:20]=1)[C:3]([OH:5])=[O:4])[C:39]1[CH:40]=[CH:41][C:42]([F:45])=[CH:43][CH:44]=1. The catalyst class is: 2. (4) Reactant: [CH3:1][O:2][C:3]1[CH:4]=[C:5]([CH2:11][CH2:12]O)[CH:6]=[CH:7][C:8]=1[O:9][CH3:10].S(Cl)([Cl:16])=O. Product: [Cl:16][CH2:12][CH2:11][C:5]1[CH:6]=[CH:7][C:8]([O:9][CH3:10])=[C:3]([O:2][CH3:1])[CH:4]=1. The catalyst class is: 22. (5) Product: [CH:36]1([N:42]2[C:2]([C:6]3[CH:11]=[CH:10][CH:9]=[CH:8][CH:7]=3)=[C:3]([C:13]#[N:15])[CH:4]=[N:5]2)[CH2:41][CH2:40][CH2:39][CH2:38][CH2:37]1. The catalyst class is: 588. Reactant: O=[C:2]([C:6]1[CH:11]=[CH:10][CH:9]=[CH:8][CH:7]=1)[CH2:3][C:4]#[N:5].C[C:13]([N:15](C)C)=O.CC1C=CC(S([O-])(=O)=O)=CC=1.C1C=C[NH+]=CC=1.Cl.[CH:36]1([NH:42]N)[CH2:41][CH2:40][CH2:39][CH2:38][CH2:37]1.C([O-])(=O)C.[Na+]. (6) Reactant: [CH3:1][O:2][C:3]1[C:4]([O:29][CH2:30][CH2:31][CH:32]2[CH2:36][CH2:35][CH2:34][N:33]2[CH3:37])=[CH:5][C:6]2[CH2:15][CH:14]([C:16]([CH3:21])([CH3:20])[CH2:17][O:18][CH3:19])[N:13]3[C:8](=[CH:9][C:10](=[O:27])[C:11]([C:22]([O:24]CC)=[O:23])=[CH:12]3)[C:7]=2[CH:28]=1.[Li+].[OH-].Cl. Product: [CH3:1][O:2][C:3]1[C:4]([O:29][CH2:30][CH2:31][CH:32]2[CH2:36][CH2:35][CH2:34][N:33]2[CH3:37])=[CH:5][C:6]2[CH2:15][CH:14]([C:16]([CH3:20])([CH3:21])[CH2:17][O:18][CH3:19])[N:13]3[C:8](=[CH:9][C:10](=[O:27])[C:11]([C:22]([OH:24])=[O:23])=[CH:12]3)[C:7]=2[CH:28]=1. The catalyst class is: 219. (7) The catalyst class is: 56. Product: [S:19]1[CH:2]=[C:3]([CH:5]2[CH2:10][CH2:9][N:8]([C:11]([O:13][C:14]([CH3:17])([CH3:16])[CH3:15])=[O:12])[CH2:7][CH2:6]2)[N:20]=[CH:18]1. Reactant: Br[CH2:2][C:3]([CH:5]1[CH2:10][CH2:9][N:8]([C:11]([O:13][C:14]([CH3:17])([CH3:16])[CH3:15])=[O:12])[CH2:7][CH2:6]1)=O.[CH:18]([NH2:20])=[S:19].